From a dataset of Full USPTO retrosynthesis dataset with 1.9M reactions from patents (1976-2016). Predict the reactants needed to synthesize the given product. (1) The reactants are: [CH2:1]([NH2:4])[CH2:2][NH2:3].[C:5]1(=[O:11])[O:10][C:8](=[O:9])[CH2:7][CH2:6]1.C(=O)=O.[OH-].[Na+].[C:17](O)(=[O:28])[CH2:18][C:19](CC(O)=O)([C:21]([OH:23])=[O:22])O.Cl. Given the product [C:21]([CH2:19][CH2:18][C:17]([NH:3][CH2:2][CH2:1][NH:4][C:8](=[O:9])[CH2:7][CH2:6][C:5]([OH:10])=[O:11])=[O:28])([OH:23])=[O:22], predict the reactants needed to synthesize it. (2) Given the product [C:1]([O:5][C:6]([O:8][C:9]1[CH:10]=[CH:11][C:12]([C@@H:20]([O:41][Si:42]([C:45]([CH3:46])([CH3:48])[CH3:47])([CH3:44])[CH3:43])[CH2:21][N:22]([C@H:30]([CH3:40])[CH2:31][C:32]2[CH:37]=[CH:36][CH:35]=[C:34]([CH:38]=[O:39])[CH:33]=2)[C:23](=[O:29])[O:24][C:25]([CH3:27])([CH3:26])[CH3:28])=[C:13]2[C:18]=1[NH:17][C:16](=[O:19])[CH:15]=[CH:14]2)=[O:7])([CH3:2])([CH3:3])[CH3:4], predict the reactants needed to synthesize it. The reactants are: [C:1]([O:5][C:6]([O:8][C:9]1[CH:10]=[CH:11][C:12]([C@@H:20]([O:41][Si:42]([C:45]([CH3:48])([CH3:47])[CH3:46])([CH3:44])[CH3:43])[CH2:21][N:22]([C@H:30]([CH3:40])[CH2:31][C:32]2[CH:37]=[CH:36][CH:35]=[C:34]([CH2:38][OH:39])[CH:33]=2)[C:23](=[O:29])[O:24][C:25]([CH3:28])([CH3:27])[CH3:26])=[C:13]2[C:18]=1[NH:17][C:16](=[O:19])[CH:15]=[CH:14]2)=[O:7])([CH3:4])([CH3:3])[CH3:2].